This data is from Full USPTO retrosynthesis dataset with 1.9M reactions from patents (1976-2016). The task is: Predict the reactants needed to synthesize the given product. (1) Given the product [C:40]([NH:2][C:3]1[CH:12]=[C:11]([C:13]2[C:22]3[C:17](=[CH:18][C:19]([O:28][CH2:29][CH3:30])=[C:20]4[O:25][C:24]([CH3:27])([CH3:26])[CH2:23][C:21]4=3)[CH2:16][C:15]([CH3:31])([CH3:32])[N:14]=2)[CH:10]=[CH:9][C:4]=1[C:5]([O:7][CH3:8])=[O:6])(=[O:47])[C:41]1[CH:46]=[CH:45][CH:44]=[CH:43][CH:42]=1, predict the reactants needed to synthesize it. The reactants are: Cl.[NH2:2][C:3]1[CH:12]=[C:11]([C:13]2[C:22]3[C:17](=[CH:18][C:19]([O:28][CH2:29][CH3:30])=[C:20]4[O:25][C:24]([CH3:27])([CH3:26])[CH2:23][C:21]4=3)[CH2:16][C:15]([CH3:32])([CH3:31])[N:14]=2)[CH:10]=[CH:9][C:4]=1[C:5]([O:7][CH3:8])=[O:6].C(N(CC)CC)C.[C:40](Cl)(=[O:47])[C:41]1[CH:46]=[CH:45][CH:44]=[CH:43][CH:42]=1.C(=O)([O-])O.[Na+]. (2) Given the product [Cl:11][CH2:12][C:13]1[S:10][C:3]2[C:2]([N:1]=1)=[CH:7][CH:6]=[C:5]([O:8][CH3:9])[N:4]=2, predict the reactants needed to synthesize it. The reactants are: [NH2:1][C:2]1[C:3]([SH:10])=[N:4][C:5]([O:8][CH3:9])=[CH:6][CH:7]=1.[Cl:11][CH2:12][C:13](OCC)(OCC)OCC. (3) Given the product [C:1]([O:5][C:6](=[O:28])[NH:7][CH2:8][C:9]1[CH:10]=[CH:11][C:12]([CH2:15][N:16]([CH2:17][CH2:18][CH2:19][CH2:20][N:21]([CH2:22][CH2:23][CH3:24])[CH2:25][CH2:26][CH3:27])[CH2:33][CH3:34])=[CH:13][CH:14]=1)([CH3:3])([CH3:4])[CH3:2], predict the reactants needed to synthesize it. The reactants are: [C:1]([O:5][C:6](=[O:28])[NH:7][CH2:8][C:9]1[CH:14]=[CH:13][C:12]([CH2:15][NH:16][CH2:17][CH2:18][CH2:19][CH2:20][N:21]([CH2:25][CH2:26][CH3:27])[CH2:22][CH2:23][CH3:24])=[CH:11][CH:10]=1)([CH3:4])([CH3:3])[CH3:2].C([BH3-])#N.[Na+].[C:33](O)(=O)[CH3:34].C(=O)C. (4) Given the product [CH3:30][S:31]([OH:34])(=[O:33])=[O:32].[CH2:21]([O:23][CH2:24][CH2:25][CH2:26][NH:27][CH2:1][C:3]1[CH:18]=[CH:17][C:6]([O:7][C:8]2[CH:16]=[CH:15][C:11]([C:12]([NH2:14])=[O:13])=[CH:10][N:9]=2)=[C:5]([O:19][CH3:20])[CH:4]=1)[CH3:22], predict the reactants needed to synthesize it. The reactants are: [CH:1]([C:3]1[CH:18]=[CH:17][C:6]([O:7][C:8]2[CH:16]=[CH:15][C:11]([C:12]([NH2:14])=[O:13])=[CH:10][N:9]=2)=[C:5]([O:19][CH3:20])[CH:4]=1)=O.[CH2:21]([O:23][CH2:24][CH2:25][CH2:26][NH2:27])[CH3:22].[BH4-].[Na+].[CH3:30][S:31]([OH:34])(=[O:33])=[O:32]. (5) The reactants are: [NH2:1][C:2]1[C:3]([C:8]([OH:10])=O)=[N:4][CH:5]=[CH:6][CH:7]=1.[N:11]1[CH:16]=[CH:15][CH:14]=[C:13]([N:17]=[C:18]=[S:19])[CH:12]=1. Given the product [N:11]1[CH:16]=[CH:15][CH:14]=[C:13]([N:17]2[C:8](=[O:10])[C:3]3[N:4]=[CH:5][CH:6]=[CH:7][C:2]=3[NH:1][C:18]2=[S:19])[CH:12]=1, predict the reactants needed to synthesize it.